Dataset: Forward reaction prediction with 1.9M reactions from USPTO patents (1976-2016). Task: Predict the product of the given reaction. (1) The product is: [NH:9]1[CH2:8][CH2:7][CH:6]([O:5][CH2:4][C:3]([O:2][CH3:1])=[O:22])[CH2:11][CH2:10]1. Given the reactants [CH3:1][O:2][C:3](=[O:22])[CH2:4][O:5][CH:6]1[CH2:11][CH2:10][N:9](C(OCC2C=CC=CC=2)=O)[CH2:8][CH2:7]1, predict the reaction product. (2) Given the reactants [CH3:1][C:2]1[C@@H:19]([O:20][C:21]([C@H:23]([OH:39])[C@@H:24]([NH:31][C:32]([O:34][C:35]([CH3:38])([CH3:37])[CH3:36])=[O:33])[C:25]2[CH:30]=[CH:29][CH:28]=[CH:27][CH:26]=2)=[O:22])[CH2:18][C@:14]2([OH:40])[C:15]([CH3:17])([CH3:16])[C:3]=1[C@@H:4]([OH:58])[C:5]([C@@:7]1([CH3:57])[C@H:12]([C@@H:13]2[O:41][C:42]([C:44]2[CH:49]=[CH:48][CH:47]=[CH:46][CH:45]=2)=[O:43])[C@:11]2([O:52][C:53]([CH3:55])=[O:54])[CH2:50][O:51][C@@H:10]2[CH2:9][C@@H:8]1[OH:56])=[O:6].C(#N)C, predict the reaction product. The product is: [CH3:1][C:2]1[C@@H:19]([O:20][C:21]([C@H:23]([OH:39])[C@@H:24]([NH:31][C:32]([O:34][C:35]([CH3:36])([CH3:37])[CH3:38])=[O:33])[C:25]2[CH:26]=[CH:27][CH:28]=[CH:29][CH:30]=2)=[O:22])[CH2:18][C@@:14]2([OH:40])[C:15]([CH3:16])([CH3:17])[C:3]=1[C@@H:4]([OH:58])[C:5]([C@@:7]1([CH3:57])[C@H:12]([C@@H:13]2[O:41][C:42]([C:44]2[CH:49]=[CH:48][CH:47]=[CH:46][CH:45]=2)=[O:43])[C@:11]2([O:52][C:53]([CH3:55])=[O:54])[CH2:50][O:51][C@@H:10]2[CH2:9][C@@H:8]1[OH:56])=[O:6].[OH2:6].[OH2:6].[OH2:6]. (3) Given the reactants [C:1]([O:5][C:6]([NH:8][C@H:9]([CH2:13][CH2:14][CH3:15])[C:10]([OH:12])=O)=[O:7])([CH3:4])([CH3:3])[CH3:2].CN1CCOCC1.ClC(OCC(C)C)=O.[NH2:31][C:32]1[CH:37]=[CH:36][CH:35]=[CH:34][CH:33]=1, predict the reaction product. The product is: [C:1]([O:5][C:6](=[O:7])[NH:8][C@@H:9]([C:10](=[O:12])[NH:31][C:32]1[CH:37]=[CH:36][CH:35]=[CH:34][CH:33]=1)[CH2:13][CH2:14][CH3:15])([CH3:2])([CH3:3])[CH3:4]. (4) Given the reactants [NH2:1][C:2]1[C:3]([C:7]([NH:9][CH2:10][C:11]2[CH:16]=[CH:15][C:14]([O:17][CH3:18])=[CH:13][C:12]=2[O:19][CH3:20])=[O:8])=[N:4][NH:5][CH:6]=1.[O-:21][C:22]#[N:23].[Na+].O1CCCC1.CC(O)=O, predict the reaction product. The product is: [NH2:23][C:22]([NH:1][C:2]1[C:3]([C:7]([NH:9][CH2:10][C:11]2[CH:16]=[CH:15][C:14]([O:17][CH3:18])=[CH:13][C:12]=2[O:19][CH3:20])=[O:8])=[N:4][NH:5][CH:6]=1)=[O:21]. (5) Given the reactants C(OC([N:8]1[CH2:13][CH2:12][C:11]([C:21]#[N:22])([C:14]2[C:19]([F:20])=[CH:18][CH:17]=[CH:16][N:15]=2)[CH2:10][CH2:9]1)=O)(C)(C)C, predict the reaction product. The product is: [F:20][C:19]1[C:14]([C:11]2([C:21]#[N:22])[CH2:10][CH2:9][NH:8][CH2:13][CH2:12]2)=[N:15][CH:16]=[CH:17][CH:18]=1. (6) Given the reactants [CH3:1][O:2][C:3]1[CH:8]=[CH:7][CH:6]=[CH:5][C:4]=1[CH2:9][C:10]1([CH3:17])[NH:14][C:13](=[O:15])[NH:12][C:11]1=[O:16].[OH-].[Na+].O.NC(C)(CC1C=CC=CC=1OC)C(O)=[O:24], predict the reaction product. The product is: [C:13]([NH:14][C:10]([CH3:17])([CH2:9][C:4]1[CH:5]=[CH:6][CH:7]=[CH:8][C:3]=1[O:2][CH3:1])[C:11]([OH:24])=[O:16])(=[O:15])[NH2:12].